The task is: Predict the product of the given reaction.. This data is from Forward reaction prediction with 1.9M reactions from USPTO patents (1976-2016). Given the reactants [Cl:1][C:2]1[CH:7]=[CH:6][CH:5]=[CH:4][C:3]=1[C:8]1[CH:13]=[C:12]([N:14]2[CH2:19][CH2:18][O:17][CH2:16][CH2:15]2)[N:11]=[CH:10][C:9]=1[NH:20][CH3:21].C(N(CC)CC)C.[F:29][C:30]([F:48])([F:47])[C:31]1[CH:32]=[C:33]([C:41]([CH3:46])([CH3:45])[C:42](Cl)=[O:43])[CH:34]=[C:35]([C:37]([F:40])([F:39])[F:38])[CH:36]=1.O, predict the reaction product. The product is: [F:39][C:37]([F:40])([F:38])[C:35]1[CH:34]=[C:33]([C:41]([CH3:46])([CH3:45])[C:42]([N:20]([C:9]2[CH:10]=[N:11][C:12]([N:14]3[CH2:19][CH2:18][O:17][CH2:16][CH2:15]3)=[CH:13][C:8]=2[C:3]2[CH:4]=[CH:5][CH:6]=[CH:7][C:2]=2[Cl:1])[CH3:21])=[O:43])[CH:32]=[C:31]([C:30]([F:48])([F:29])[F:47])[CH:36]=1.